From a dataset of Full USPTO retrosynthesis dataset with 1.9M reactions from patents (1976-2016). Predict the reactants needed to synthesize the given product. Given the product [F:8][C:9]1[C:14]([F:15])=[CH:13][CH:12]=[CH:11][C:10]=1[C@H:16]1[CH2:22][N:21]2[C:23]([CH2:26][C:27]([F:30])([F:28])[F:29])=[CH:24][N:25]=[C:20]2[C@H:19]([NH:31][C:33]([N:61]2[CH2:62][CH2:63][CH:58]([C:53]3[C:54](=[O:57])[NH:55][N:56]=[C:51]([C:45]4[CH:50]=[CH:49][CH:48]=[CH:47][CH:46]=4)[CH:52]=3)[CH2:59][CH2:60]2)=[O:34])[CH2:18][CH2:17]1, predict the reactants needed to synthesize it. The reactants are: C(N(CC)CC)C.[F:8][C:9]1[C:14]([F:15])=[CH:13][CH:12]=[CH:11][C:10]=1[C@H:16]1[CH2:22][N:21]2[C:23]([CH2:26][C:27]([F:30])([F:29])[F:28])=[CH:24][N:25]=[C:20]2[C@H:19]([NH2:31])[CH2:18][CH2:17]1.Cl[C:33](OC1C=CC([N+]([O-])=O)=CC=1)=[O:34].[C:45]1([C:51]2[CH:52]=[C:53]([CH:58]3[CH2:63][CH2:62][NH:61][CH2:60][CH2:59]3)[C:54](=[O:57])[NH:55][N:56]=2)[CH:50]=[CH:49][CH:48]=[CH:47][CH:46]=1.C(=O)([O-])[O-].[Na+].[Na+].